The task is: Predict which catalyst facilitates the given reaction.. This data is from Catalyst prediction with 721,799 reactions and 888 catalyst types from USPTO. (1) Reactant: Br[C:2]1[CH:7]=[CH:6][CH:5]=[CH:4][C:3]=1[N+:8]([O-:10])=[O:9].[C:11](=[O:14])([O-])[O-].[Cs+].[Cs+]. Product: [N+:8]([C:3]1[CH:4]=[CH:5][CH:6]=[CH:7][C:2]=1[O:14][C:11]1[CH:5]=[CH:6][CH:7]=[CH:2][C:3]=1[N+:8]([O-:10])=[O:9])([O-:10])=[O:9]. The catalyst class is: 133. (2) Reactant: [CH2:1]([O:8][N:9]1[C:18](=[O:19])[C:17]2[C:12](=[CH:13][C:14]([F:21])=[C:15]([F:20])[CH:16]=2)[NH:11][C:10]1=[O:22])[C:2]1[CH:7]=[CH:6][CH:5]=[CH:4][CH:3]=1.[H-].[Na+].[CH3:25]I. Product: [CH2:1]([O:8][N:9]1[C:18](=[O:19])[C:17]2[C:12](=[CH:13][C:14]([F:21])=[C:15]([F:20])[CH:16]=2)[N:11]([CH3:25])[C:10]1=[O:22])[C:2]1[CH:7]=[CH:6][CH:5]=[CH:4][CH:3]=1. The catalyst class is: 3.